This data is from Full USPTO retrosynthesis dataset with 1.9M reactions from patents (1976-2016). The task is: Predict the reactants needed to synthesize the given product. (1) Given the product [N:11]1([CH2:22][CH:21]([C:24]2[CH:29]=[CH:28][C:27]([C:30]3[CH:31]=[N:32][NH:33][CH:34]=3)=[CH:26][CH:25]=2)[C:18]2[CH:19]=[CH:20][C:15]([Cl:14])=[CH:16][CH:17]=2)[CH2:10][CH2:13][CH2:12]1, predict the reactants needed to synthesize it. The reactants are: C(N1[CH2:13][CH2:12][NH:11][CH2:10]C1)(OC(C)(C)C)=O.[Cl:14][C:15]1[CH:20]=[CH:19][C:18]([CH:21]([C:24]2[CH:29]=[CH:28][C:27]([C:30]3[CH:31]=[N:32][NH:33][CH:34]=3)=[CH:26][CH:25]=2)[CH:22]=O)=[CH:17][CH:16]=1. (2) Given the product [Br:1][C:2]1[N:7]=[C:6]2[N:8]([CH2:11][C:12]3[CH:23]=[CH:22][C:15]4[N:16]=[C:17]([NH:33][C@@H:26]5[C:27]6[C:32](=[CH:31][CH:30]=[CH:29][CH:28]=6)[CH2:24][C@H:25]5[OH:34])[S:18][C:14]=4[CH:13]=3)[CH:9]=[N:10][C:5]2=[CH:4][CH:3]=1, predict the reactants needed to synthesize it. The reactants are: [Br:1][C:2]1[N:7]=[C:6]2[N:8]([CH2:11][C:12]3[CH:23]=[CH:22][C:15]4[N:16]=[C:17](S(C)=O)[S:18][C:14]=4[CH:13]=3)[CH:9]=[N:10][C:5]2=[CH:4][CH:3]=1.[CH2:24]1[C:32]2[C:27](=[CH:28][CH:29]=[CH:30][CH:31]=2)[C@@H:26]([NH2:33])[C@@H:25]1[OH:34].CCN(C(C)C)C(C)C. (3) Given the product [C:23]([O:27][C:28]([N:30]([CH2:32][CH3:33])[NH:31][C:16]([C:15]1[CH:19]=[CH:20][N:21]=[CH:22][C:14]=1[F:13])=[O:18])=[O:29])([CH3:26])([CH3:25])[CH3:24], predict the reactants needed to synthesize it. The reactants are: Cl.CN(C)CCCN=C=NCC.[F:13][C:14]1[CH:22]=[N:21][CH:20]=[CH:19][C:15]=1[C:16]([OH:18])=O.[C:23]([O:27][C:28]([N:30]([CH2:32][CH3:33])[NH2:31])=[O:29])([CH3:26])([CH3:25])[CH3:24]. (4) Given the product [N:12]1([CH2:11][C:9]2[N:10]=[C:6]3[CH:5]=[CH:4][CH:3]=[C:2]([N:47]4[CH2:48][CH2:49][CH:50]([CH2:26][NH:27][C:28](=[O:34])[O:29][C:30]([CH3:33])([CH3:32])[CH3:31])[CH2:51]4)[N:7]3[CH:8]=2)[C@H:25]2[C@H:16]([CH2:17][CH2:18][C:19]3[C:24]2=[N:23][CH:22]=[CH:21][CH:20]=3)[CH2:15][CH2:14][CH2:13]1, predict the reactants needed to synthesize it. The reactants are: F[C:2]1[N:7]2[CH:8]=[C:9]([CH2:11][N:12]3[CH:25]4[CH:16]([CH2:17][CH2:18][C:19]5[C:24]4=[N:23][CH:22]=[CH:21][CH:20]=5)[CH2:15][CH2:14][CH2:13]3)[N:10]=[C:6]2[CH:5]=[CH:4][CH:3]=1.[CH3:26][N:27](C1CCNC1)[C:28](=[O:34])[O:29][C:30]([CH3:33])([CH3:32])[CH3:31].C(OCC)(=O)C.C[N:47]1[CH2:51][CH2:50][CH2:49][C:48]1=O.